The task is: Regression. Given a peptide amino acid sequence and an MHC pseudo amino acid sequence, predict their binding affinity value. This is MHC class II binding data.. This data is from Peptide-MHC class II binding affinity with 134,281 pairs from IEDB. The peptide sequence is ESWIVDRQWAQDLTL. The MHC is H-2-IEd with pseudo-sequence H-2-IEd. The binding affinity (normalized) is 0.191.